This data is from Forward reaction prediction with 1.9M reactions from USPTO patents (1976-2016). The task is: Predict the product of the given reaction. (1) Given the reactants Cl[C:2]1[N:3]=[C:4]([N:22]2[CH2:27][CH2:26][O:25][CH2:24][CH2:23]2)[C:5]2[S:10][C:9]([CH2:11][N:12]3[CH2:17][CH2:16][N:15]([S:18]([CH3:21])(=[O:20])=[O:19])[CH2:14][CH2:13]3)=[CH:8][C:6]=2[N:7]=1.C(OC(=O)[NH:34][C:35]1[S:36][C:37]([Sn](CCCC)(CCCC)CCCC)=[CH:38][N:39]=1)(C)(C)C, predict the reaction product. The product is: [CH3:21][S:18]([N:15]1[CH2:16][CH2:17][N:12]([CH2:11][C:9]2[S:10][C:5]3[C:4]([N:22]4[CH2:27][CH2:26][O:25][CH2:24][CH2:23]4)=[N:3][C:2]([C:37]4[S:36][C:35]([NH2:34])=[N:39][CH:38]=4)=[N:7][C:6]=3[CH:8]=2)[CH2:13][CH2:14]1)(=[O:20])=[O:19]. (2) Given the reactants [Br:1][C:2]1[CH:9]=[CH:8][CH:7]=[C:6]([N:10]2[CH:14]=[CH:13][N:12]([C:15]3[CH:20]=[CH:19][C:18]([CH3:21])=[CH:17][CH:16]=3)[C:11]2=[O:22])[C:3]=1[CH:4]=[O:5].[BH4-].[Na+], predict the reaction product. The product is: [Br:1][C:2]1[C:3]([CH2:4][OH:5])=[C:6]([N:10]2[CH:14]=[CH:13][N:12]([C:15]3[CH:20]=[CH:19][C:18]([CH3:21])=[CH:17][CH:16]=3)[C:11]2=[O:22])[CH:7]=[CH:8][CH:9]=1. (3) Given the reactants Br[C:2]1[CH:7]=[N:6][C:5]([CH3:8])=[CH:4][N:3]=1.[OH:9][CH:10]1[CH2:15][CH2:14][NH:13][CH2:12][CH2:11]1, predict the reaction product. The product is: [CH3:8][C:5]1[N:6]=[CH:7][C:2]([N:13]2[CH2:14][CH2:15][CH:10]([OH:9])[CH2:11][CH2:12]2)=[N:3][CH:4]=1.